This data is from Forward reaction prediction with 1.9M reactions from USPTO patents (1976-2016). The task is: Predict the product of the given reaction. Given the reactants [N:1]1[NH:2][N:3]=[N:4][C:5]=1[C:6]1[CH:26]=[CH:25][C:9]2[N:10]([CH2:13][C:14]3[CH:24]=[CH:23][C:17]4[N:18]=[C:19]([S:21][CH3:22])[S:20][C:16]=4[CH:15]=3)[CH:11]=[N:12][C:8]=2[CH:7]=1.[C:27]([O-])([O-])=O.[Cs+].[Cs+].IC, predict the reaction product. The product is: [CH3:27][N:3]1[N:2]=[N:1][C:5]([C:6]2[CH:26]=[CH:25][C:9]3[N:10]([CH2:13][C:14]4[CH:24]=[CH:23][C:17]5[N:18]=[C:19]([S:21][CH3:22])[S:20][C:16]=5[CH:15]=4)[CH:11]=[N:12][C:8]=3[CH:7]=2)=[N:4]1.